Dataset: NCI-60 drug combinations with 297,098 pairs across 59 cell lines. Task: Regression. Given two drug SMILES strings and cell line genomic features, predict the synergy score measuring deviation from expected non-interaction effect. (1) Drug 1: C1=CC(=CC=C1CC(C(=O)O)N)N(CCCl)CCCl.Cl. Drug 2: C(=O)(N)NO. Cell line: EKVX. Synergy scores: CSS=-2.51, Synergy_ZIP=1.37, Synergy_Bliss=-1.83, Synergy_Loewe=-8.64, Synergy_HSA=-5.56. (2) Drug 1: CC1C(C(CC(O1)OC2CC(CC3=C2C(=C4C(=C3O)C(=O)C5=C(C4=O)C(=CC=C5)OC)O)(C(=O)CO)O)N)O.Cl. Drug 2: CC(C)(C#N)C1=CC(=CC(=C1)CN2C=NC=N2)C(C)(C)C#N. Cell line: RPMI-8226. Synergy scores: CSS=54.7, Synergy_ZIP=-1.59, Synergy_Bliss=-1.10, Synergy_Loewe=-3.06, Synergy_HSA=0.782. (3) Drug 1: C1=CC=C(C(=C1)C(C2=CC=C(C=C2)Cl)C(Cl)Cl)Cl. Drug 2: CC(C)(C#N)C1=CC(=CC(=C1)CN2C=NC=N2)C(C)(C)C#N. Cell line: KM12. Synergy scores: CSS=0.852, Synergy_ZIP=2.78, Synergy_Bliss=6.17, Synergy_Loewe=-0.472, Synergy_HSA=0.0472. (4) Drug 1: COCCOC1=C(C=C2C(=C1)C(=NC=N2)NC3=CC=CC(=C3)C#C)OCCOC.Cl. Drug 2: B(C(CC(C)C)NC(=O)C(CC1=CC=CC=C1)NC(=O)C2=NC=CN=C2)(O)O. Cell line: U251. Synergy scores: CSS=26.7, Synergy_ZIP=3.71, Synergy_Bliss=5.76, Synergy_Loewe=-30.7, Synergy_HSA=5.07. (5) Drug 1: CC1C(C(CC(O1)OC2CC(CC3=C2C(=C4C(=C3O)C(=O)C5=C(C4=O)C(=CC=C5)OC)O)(C(=O)C)O)N)O.Cl. Drug 2: CC1CCC2CC(C(=CC=CC=CC(CC(C(=O)C(C(C(=CC(C(=O)CC(OC(=O)C3CCCCN3C(=O)C(=O)C1(O2)O)C(C)CC4CCC(C(C4)OC)O)C)C)O)OC)C)C)C)OC. Cell line: NCI-H226. Synergy scores: CSS=9.12, Synergy_ZIP=-6.93, Synergy_Bliss=-8.39, Synergy_Loewe=-9.37, Synergy_HSA=-7.68.